This data is from Full USPTO retrosynthesis dataset with 1.9M reactions from patents (1976-2016). The task is: Predict the reactants needed to synthesize the given product. (1) Given the product [NH:1]1[C:2]2[C:7](=[CH:6][CH:5]=[CH:4][CH:3]=2)[C:10]([C:11]([O:13][CH3:14])=[O:12])=[C:9]1[C:8]([O:16][CH3:17])=[O:15], predict the reactants needed to synthesize it. The reactants are: [NH2:1][C:2]1[CH:7]=[CH:6][CH:5]=[CH:4][CH:3]=1.[C:8]([O:16][CH3:17])(=[O:15])[C:9]#[C:10][C:11]([O:13][CH3:14])=[O:12].C(O)(=O)C.O=O. (2) Given the product [Cl:36][C:23]1[CH:22]=[C:21]([NH:20][C:11]2[C:10]3[C:15](=[CH:16][C:17]([O:18][CH3:19])=[C:8]([NH:7][C:5](=[O:6])/[CH:4]=[CH:3]/[CH2:2][N:45]4[CH2:44][C@H:43]5[O:38][CH2:39][CH2:40][O:41][C@H:42]5[CH2:46]4)[CH:9]=3)[N:14]=[CH:13][N:12]=2)[CH:26]=[CH:25][C:24]=1[O:27][CH2:28][C:29]1[CH:34]=[CH:33][CH:32]=[C:31]([F:35])[CH:30]=1, predict the reactants needed to synthesize it. The reactants are: Br[CH2:2]/[CH:3]=[CH:4]/[C:5]([NH:7][C:8]1[CH:9]=[C:10]2[C:15](=[CH:16][C:17]=1[O:18][CH3:19])[N:14]=[CH:13][N:12]=[C:11]2[NH:20][C:21]1[CH:26]=[CH:25][C:24]([O:27][CH2:28][C:29]2[CH:34]=[CH:33][CH:32]=[C:31]([F:35])[CH:30]=2)=[C:23]([Cl:36])[CH:22]=1)=[O:6].Cl.[O:38]1[C@H:43]2[CH2:44][NH:45][CH2:46][C@H:42]2[O:41][CH2:40][CH2:39]1.CCN(C(C)C)C(C)C. (3) Given the product [OH:22][CH2:23][C:24]([NH:27][S:28]([C:31]1[CH:32]=[N:33][CH:34]=[C:35]([C:21]#[C:20][C:19]2[CH:18]=[N:17][N:11]3[C:12]([CH:14]4[CH2:16][CH2:15]4)=[CH:13][C:8]([C:5]4[CH:6]=[CH:7][C:2]([Cl:1])=[CH:3][CH:4]=4)=[N:9][C:10]=23)[CH:36]=1)(=[O:30])=[O:29])([CH3:26])[CH3:25], predict the reactants needed to synthesize it. The reactants are: [Cl:1][C:2]1[CH:7]=[CH:6][C:5]([C:8]2[CH:13]=[C:12]([CH:14]3[CH2:16][CH2:15]3)[N:11]3[N:17]=[CH:18][C:19]([C:20]#[CH:21])=[C:10]3[N:9]=2)=[CH:4][CH:3]=1.[OH:22][CH2:23][C:24]([NH:27][S:28]([C:31]1[CH:32]=[N:33][CH:34]=[C:35](Br)[CH:36]=1)(=[O:30])=[O:29])([CH3:26])[CH3:25]. (4) Given the product [Cl:1][C:2]1[CH:7]=[CH:6][N:5]2[N:8]=[CH:9][C:10]([C:11]([NH:26][C:25]3[N:21]([C:17]4[CH:18]=[CH:19][CH:20]=[C:15]([Cl:14])[CH:16]=4)[N:22]=[C:23]([CH3:27])[CH:24]=3)=[O:12])=[C:4]2[N:3]=1, predict the reactants needed to synthesize it. The reactants are: [Cl:1][C:2]1[CH:7]=[CH:6][N:5]2[N:8]=[CH:9][C:10]([C:11](Cl)=[O:12])=[C:4]2[N:3]=1.[Cl:14][C:15]1[CH:16]=[C:17]([N:21]2[C:25]([NH2:26])=[CH:24][C:23]([CH3:27])=[N:22]2)[CH:18]=[CH:19][CH:20]=1.C(N(CC)C(C)C)(C)C. (5) Given the product [Cl:15][C:10]1[C:9]2[C:8]([CH3:17])([CH3:16])[CH2:7][CH:6]=[C:5]([CH:18]([CH3:20])[CH3:19])[C:4]=2[CH:3]=[C:2]([CH:21]([OH:29])[CH2:22][CH3:23])[C:11]=1[O:12][CH2:13][CH3:14], predict the reactants needed to synthesize it. The reactants are: Br[C:2]1[CH:3]=[C:4]2[C:9](=[C:10]([Cl:15])[C:11]=1[O:12][CH2:13][CH3:14])[C:8]([CH3:17])([CH3:16])[CH2:7][CH:6]=[C:5]2[CH:18]([CH3:20])[CH3:19].[CH2:21]([Li])[CH2:22][CH2:23]C.CN(C)C=[O:29].C([Mg]Br)C.